This data is from Full USPTO retrosynthesis dataset with 1.9M reactions from patents (1976-2016). The task is: Predict the reactants needed to synthesize the given product. (1) Given the product [C:15]([O:19][C:20]([N:22]1[CH2:27][CH2:26][CH2:25][CH:24]([N:28]([CH:29]2[CH2:30][CH2:31]2)[S:9]([C:5]2[CH:6]=[CH:7][CH:8]=[C:3]([C:2]([F:14])([F:13])[F:1])[CH:4]=2)(=[O:11])=[O:10])[CH2:23]1)=[O:21])([CH3:18])([CH3:16])[CH3:17], predict the reactants needed to synthesize it. The reactants are: [F:1][C:2]([F:14])([F:13])[C:3]1[CH:4]=[C:5]([S:9](Cl)(=[O:11])=[O:10])[CH:6]=[CH:7][CH:8]=1.[C:15]([O:19][C:20]([N:22]1[CH2:27][CH2:26][CH2:25][CH:24]([NH:28][CH:29]2[CH2:31][CH2:30]2)[CH2:23]1)=[O:21])([CH3:18])([CH3:17])[CH3:16].C(N(CC)CC)C. (2) Given the product [Br:11][C:10]1[CH:9]=[CH:8][CH:7]=[C:3]2[C:2]=1[NH:1][C:13](=[S:14])[N:12]([C:15]1[CH:20]=[CH:19][CH:18]=[CH:17][N:16]=1)[C:4]2=[O:6], predict the reactants needed to synthesize it. The reactants are: [NH2:1][C:2]1[C:10]([Br:11])=[CH:9][CH:8]=[CH:7][C:3]=1[C:4]([OH:6])=O.[N:12]([C:15]1[CH:20]=[CH:19][CH:18]=[CH:17][N:16]=1)=[C:13]=[S:14].